Dataset: Catalyst prediction with 721,799 reactions and 888 catalyst types from USPTO. Task: Predict which catalyst facilitates the given reaction. Product: [CH2:1]([C:3]1[N:13]([CH2:14][C:15]2[CH:20]=[CH:19][C:18]([C:21]#[C:22][CH2:23][N:45]3[CH2:46][CH2:47][N:42]([CH:39]([CH3:41])[CH3:40])[CH2:43][CH2:44]3)=[CH:17][CH:16]=2)[C:6]2=[N:7][C:8]([CH3:12])=[CH:9][C:10]([CH3:11])=[C:5]2[N:4]=1)[CH3:2]. The catalyst class is: 168. Reactant: [CH2:1]([C:3]1[N:13]([CH2:14][C:15]2[CH:20]=[CH:19][C:18]([CH2:21][C:22]#[C:23]O)=[CH:17][CH:16]=2)[C:6]2=[N:7][C:8]([CH3:12])=[CH:9][C:10]([CH3:11])=[C:5]2[N:4]=1)[CH3:2].S(Cl)(C)(=O)=O.C(N(C(C)C)CC)(C)C.[CH:39]([N:42]1[CH2:47][CH2:46][NH:45][CH2:44][CH2:43]1)([CH3:41])[CH3:40].